This data is from Catalyst prediction with 721,799 reactions and 888 catalyst types from USPTO. The task is: Predict which catalyst facilitates the given reaction. Reactant: C[O:2][C:3]([C:5]1[CH:10]=[C:9]([NH:11][CH2:12][CH2:13][C:14]2[CH:19]=[CH:18][C:17]([O:20][CH3:21])=[CH:16][CH:15]=2)[N:8]=[C:7](Cl)[N:6]=1)=[O:4].[CH3:23][O-:24].[Na+]. Product: [CH3:23][O:24][C:7]1[N:6]=[C:5]([C:3]([OH:2])=[O:4])[CH:10]=[C:9]([NH:11][CH2:12][CH2:13][C:14]2[CH:19]=[CH:18][C:17]([O:20][CH3:21])=[CH:16][CH:15]=2)[N:8]=1. The catalyst class is: 5.